Dataset: Full USPTO retrosynthesis dataset with 1.9M reactions from patents (1976-2016). Task: Predict the reactants needed to synthesize the given product. (1) Given the product [NH2:22][C:23]1[N:28]=[C:27]([O:13][C@H:8]([C:5]2[CH:6]=[CH:7][C:2]([Cl:1])=[CH:3][C:4]=2[N:14]2[CH:18]=[CH:17][C:16]([CH3:19])=[N:15]2)[C:9]([F:12])([F:11])[F:10])[N:26]=[C:25]([N:30]2[CH2:54][CH2:53][C:33]3([CH2:37][N:36]([C:38]([O:40][CH2:41][C:42]4[CH:43]=[CH:44][CH:45]=[CH:46][CH:47]=4)=[O:39])[CH:35]([C:48]([O:50][CH2:51][CH3:52])=[O:49])[CH2:34]3)[CH2:32][CH2:31]2)[N:24]=1, predict the reactants needed to synthesize it. The reactants are: [Cl:1][C:2]1[CH:7]=[CH:6][C:5]([C@@H:8]([OH:13])[C:9]([F:12])([F:11])[F:10])=[C:4]([N:14]2[CH:18]=[CH:17][C:16]([CH3:19])=[N:15]2)[CH:3]=1.[H-].[Na+].[NH2:22][C:23]1[N:28]=[C:27](Cl)[N:26]=[C:25]([N:30]2[CH2:54][CH2:53][C:33]3([CH2:37][N:36]([C:38]([O:40][CH2:41][C:42]4[CH:47]=[CH:46][CH:45]=[CH:44][CH:43]=4)=[O:39])[CH:35]([C:48]([O:50][CH2:51][CH3:52])=[O:49])[CH2:34]3)[CH2:32][CH2:31]2)[N:24]=1. (2) Given the product [CH:35]1([CH2:40][NH:34][C@H:10]2[CH2:9][NH:8][CH2:12][C@@H:11]2[CH2:13][N:14]([CH:31]([CH3:33])[CH3:32])[C:15](=[O:30])[C:16]2[CH:21]=[CH:20][C:19]([O:22][CH3:23])=[C:18]([O:24][CH2:25][CH2:26][CH2:27][O:28][CH3:29])[CH:17]=2)[CH2:39][CH2:38][CH2:37][CH2:36]1, predict the reactants needed to synthesize it. The reactants are: C(OC([N:8]1[CH2:12][C@@H:11]([CH2:13][N:14]([CH:31]([CH3:33])[CH3:32])[C:15](=[O:30])[C:16]2[CH:21]=[CH:20][C:19]([O:22][CH3:23])=[C:18]([O:24][CH2:25][CH2:26][CH2:27][O:28][CH3:29])[CH:17]=2)[C@H:10]([NH2:34])[CH2:9]1)=O)(C)(C)C.[CH:35]1([CH:40]=O)[CH2:39][CH2:38][CH2:37][CH2:36]1.CC#N.O.CC#N. (3) The reactants are: [C:1]([O:8]C([O-])=O)([O:3][C:4]([CH3:7])([CH3:6])[CH3:5])=O.[CH2:12]([N:14]([CH2:17][CH3:18])[CH2:15][CH3:16])[CH3:13].[CH2:19]([C@H:21]1[CH2:26][NH:25][C@H:24]([CH3:27])[CH2:23][N:22]1[CH2:28][C:29]([OH:31])=[O:30])[CH3:20]. Given the product [CH2:12]([N:14]([CH2:17][CH3:18])[CH2:15][CH3:16])[CH3:13].[C:4]([O:3][C:1]([N:25]1[CH2:26][C@H:21]([CH2:19][CH3:20])[N:22]([CH2:28][C:29]([OH:31])=[O:30])[CH2:23][C@H:24]1[CH3:27])=[O:8])([CH3:5])([CH3:6])[CH3:7], predict the reactants needed to synthesize it.